Dataset: Catalyst prediction with 721,799 reactions and 888 catalyst types from USPTO. Task: Predict which catalyst facilitates the given reaction. (1) Reactant: Cl.[CH3:2][O:3][CH2:4][CH2:5][O:6][C@@H:7]1[CH2:12][CH2:11][CH2:10][NH:9][CH2:8]1.[C:13]([O:17][C:18](=[O:28])[NH:19][C@@H:20]1[CH2:25][CH2:24][CH2:23][CH2:22][C@H:21]1[CH:26]=O)([CH3:16])([CH3:15])[CH3:14].C(O[BH-](OC(=O)C)OC(=O)C)(=O)C.[Na+].[OH-].[Na+]. Product: [CH3:2][O:3][CH2:4][CH2:5][O:6][C@@H:7]1[CH2:12][CH2:11][CH2:10][N:9]([CH2:26][C@@H:21]2[CH2:22][CH2:23][CH2:24][CH2:25][C@H:20]2[NH:19][C:18](=[O:28])[O:17][C:13]([CH3:16])([CH3:15])[CH3:14])[CH2:8]1. The catalyst class is: 46. (2) Reactant: FC(F)(F)C([N:5]1[CH2:10][CH2:9][CH:8]([CH:11]2[C:24]3[CH:23]=[CH:22][C:21]([C:25]4[NH:29][N:28]=[N:27][N:26]=4)=[CH:20][C:19]=3[O:18][C:17]3[C:12]2=[CH:13][CH:14]=[CH:15][CH:16]=3)[CH2:7][CH2:6]1)=O.[OH-].[Na+]. Product: [NH:29]1[C:25]([C:21]2[CH:22]=[CH:23][C:24]3[CH:11]([CH:8]4[CH2:9][CH2:10][NH:5][CH2:6][CH2:7]4)[C:12]4[C:17]([O:18][C:19]=3[CH:20]=2)=[CH:16][CH:15]=[CH:14][CH:13]=4)=[N:26][N:27]=[N:28]1. The catalyst class is: 5. (3) Product: [CH3:14][C:13]1[S:15][C:2]2[CH:3]([C:9]([O:11][CH3:12])=[O:10])[CH2:4][CH2:5][CH2:6][C:7]=2[N:16]=1. Reactant: Br[CH:2]1[C:7](=O)[CH2:6][CH2:5][CH2:4][CH:3]1[C:9]([O:11][CH3:12])=[O:10].[C:13]([NH2:16])(=[S:15])[CH3:14]. The catalyst class is: 14. (4) Product: [CH2:19]([C@@:22]1([CH3:66])[CH2:27][C@H:26]([C:28]2[CH:33]=[CH:32][CH:31]=[C:30]([Cl:34])[CH:29]=2)[C@@H:25]([C:35]2[CH:36]=[CH:37][C:38]([Cl:41])=[CH:39][CH:40]=2)[N:24]([C@@H:42]([CH:62]2[CH2:63][CH2:64]2)[CH2:43][OH:44])[C:23]1=[O:65])[CH:20]=[CH2:21]. Reactant: [F-].C([N+](CCCC)(CCCC)CCCC)CCC.[CH2:19]([C:22]1([CH3:66])[CH2:27][C@H:26]([C:28]2[CH:33]=[CH:32][CH:31]=[C:30]([Cl:34])[CH:29]=2)[C@@H:25]([C:35]2[CH:40]=[CH:39][C:38]([Cl:41])=[CH:37][CH:36]=2)[N:24]([C@@H:42]([CH:62]2[CH2:64][CH2:63]2)[CH2:43][O:44][Si](C(C)(C)C)(C2C=CC=CC=2)C2C=CC=CC=2)[C:23]1=[O:65])[CH:20]=[CH2:21]. The catalyst class is: 56.